From a dataset of Ames mutagenicity test results for genotoxicity prediction. Regression/Classification. Given a drug SMILES string, predict its toxicity properties. Task type varies by dataset: regression for continuous values (e.g., LD50, hERG inhibition percentage) or binary classification for toxic/non-toxic outcomes (e.g., AMES mutagenicity, cardiotoxicity, hepatotoxicity). Dataset: ames. (1) The compound is COc1ccc(-c2nc(-c3ccccc3)c(-c3ccccc3)[nH]2)cc1. The result is 1 (mutagenic). (2) The molecule is CC12C/C(=C/O)C(=O)CC1CCC1C2CCC2(C)C1CCC2(C)O. The result is 0 (non-mutagenic).